Dataset: Reaction yield outcomes from USPTO patents with 853,638 reactions. Task: Predict the reaction yield, written as a fraction of the theoretical maximum amount of product (1.0 means a 100% yield; for example, 0.34 means a 34% yield). (1) The reactants are [CH2:1]([N:4]1[CH2:13][CH:12]2[C:14]3[CH:15]=[CH:16][C:17]([O:23]C)=[C:18]([O:21]C)[C:19]=3[O:20][C:10]3[C:11]2=[C:6]([CH:7]=[CH:8][CH:9]=3)[CH2:5]1)[CH2:2][CH3:3].B(Br)(Br)Br.CO. The catalyst is ClCCl. The product is [CH2:1]([N:4]1[CH2:13][CH:12]2[C:14]3[CH:15]=[CH:16][C:17]([OH:23])=[C:18]([OH:21])[C:19]=3[O:20][C:10]3[C:11]2=[C:6]([CH:7]=[CH:8][CH:9]=3)[CH2:5]1)[CH2:2][CH3:3]. The yield is 0.630. (2) The reactants are Br.[Br:2][C:3]1[C:11]2[C:6](=[N:7][CH:8]=[C:9]([C:12]3[CH:17]=[CH:16][CH:15]=[CH:14][CH:13]=3)[CH:10]=2)[NH:5][CH:4]=1.C(N(C(C)C)CC)(C)C.[C:27]([O:31][C:32](O[C:32]([O:31][C:27]([CH3:30])([CH3:29])[CH3:28])=[O:33])=[O:33])([CH3:30])([CH3:29])[CH3:28].CN(C1C=CC=CN=1)C. The catalyst is C(Cl)Cl. The product is [Br:2][C:3]1[C:11]2[C:6](=[N:7][CH:8]=[C:9]([C:12]3[CH:17]=[CH:16][CH:15]=[CH:14][CH:13]=3)[CH:10]=2)[N:5]([C:32]([O:31][C:27]([CH3:30])([CH3:29])[CH3:28])=[O:33])[CH:4]=1. The yield is 0.740. (3) The reactants are [S:1]([Cl:5])(Cl)(=[O:3])=[O:2].[CH3:6][C:7]1[S:11][C:10]2[CH:12]=[CH:13][CH:14]=[CH:15][C:9]=2[CH:8]=1. The catalyst is CN(C)C=O. The product is [CH3:6][C:7]1[S:11][C:10]2[CH:12]=[CH:13][CH:14]=[CH:15][C:9]=2[C:8]=1[S:1]([Cl:5])(=[O:3])=[O:2]. The yield is 0.640. (4) The reactants are [OH:1][C:2]1[CH:7]=[CH:6][C:5]([C:8](=[O:16])[CH2:9][C:10](=O)[CH2:11][CH2:12][CH2:13][CH3:14])=[CH:4][CH:3]=1.[N+:17]([C:20]1[CH:25]=[CH:24][C:23]([O:26][NH2:27])=[CH:22][CH:21]=1)([O-:19])=[O:18]. The catalyst is C(O)(=O)C. The product is [N+:17]([C:20]1[CH:21]=[CH:22][C:23]([O:26][N:27]=[C:10]([CH2:11][CH2:12][CH2:13][CH3:14])[CH2:9][C:8]([C:5]2[CH:6]=[CH:7][C:2]([OH:1])=[CH:3][CH:4]=2)=[O:16])=[CH:24][CH:25]=1)([O-:19])=[O:18]. The yield is 0.880. (5) The reactants are [CH3:1][O:2][C:3]1[CH:4]=[C:5]2[C:10](=[CH:11][C:12]=1[O:13][CH3:14])[N:9]=[CH:8][CH:7]=[C:6]2[O:15][C:16]1[CH:21]=[CH:20][C:19]([NH2:22])=[CH:18][C:17]=1[F:23].[NH4+].[N:25]#[C:26][S-:27].BrBr. The catalyst is CC(O)=O. The product is [CH3:1][O:2][C:3]1[CH:4]=[C:5]2[C:10](=[CH:11][C:12]=1[O:13][CH3:14])[N:9]=[CH:8][CH:7]=[C:6]2[O:15][C:16]1[C:17]([F:23])=[CH:18][C:19]2[N:22]=[C:26]([NH2:25])[S:27][C:20]=2[CH:21]=1. The yield is 0.480. (6) The reactants are [Cl:1][C:2]1[CH:7]=[CH:6][C:5]([CH3:8])=[CH:4][C:3]=1[OH:9].CI.[C:12]([O-])([O-])=O.[K+].[K+]. The catalyst is CC#N. The product is [Cl:1][C:2]1[CH:7]=[CH:6][C:5]([CH3:8])=[CH:4][C:3]=1[O:9][CH3:12]. The yield is 0.890. (7) The yield is 0.970. The catalyst is CCl. The reactants are C(C1C=C([NH:10][C:11]([NH:13][C:14]2[CH:19]=[CH:18][C:17](Cl)=[CH:16][CH:15]=2)=[O:12])N(C2C=C(C=CC=2)C(OCC)=O)N=1)(C)(C)C.O=S(Cl)Cl. The product is [C:14]1([NH:13][C:11](=[O:12])[NH2:10])[C:15]2[C:16](=[CH:19][CH:14]=[CH:15][CH:16]=2)[CH:17]=[CH:18][CH:19]=1.